From a dataset of Full USPTO retrosynthesis dataset with 1.9M reactions from patents (1976-2016). Predict the reactants needed to synthesize the given product. (1) Given the product [ClH:12].[OH:1][CH:2]1[CH2:6][NH:5][C@H:4]([C:7]([O:9][CH3:14])=[O:8])[CH2:3]1, predict the reactants needed to synthesize it. The reactants are: [OH:1][CH:2]1[CH2:6][NH:5][C@H:4]([C:7]([OH:9])=[O:8])[CH2:3]1.S(Cl)([Cl:12])=O.[CH3:14]O. (2) Given the product [CH3:1][O:2][C:3]([C:5]1[S:6][C:7]([C:19]2[CH:20]=[CH:21][CH:22]=[CH:23][CH:24]=2)=[CH:8][C:9]=1[N:10]([C:32]([CH:29]1[CH2:30][CH2:31][CH:26]([CH3:25])[CH2:27][CH2:28]1)=[O:33])[CH2:11][CH:12]1[CH2:17][CH2:16][CH2:15][N:14]([CH3:18])[CH2:13]1)=[O:4], predict the reactants needed to synthesize it. The reactants are: [CH3:1][O:2][C:3]([C:5]1[S:6][C:7]([C:19]2[CH:24]=[CH:23][CH:22]=[CH:21][CH:20]=2)=[CH:8][C:9]=1[NH:10][CH2:11][CH:12]1[CH2:17][CH2:16][CH2:15][N:14]([CH3:18])[CH2:13]1)=[O:4].[CH3:25][C@H:26]1[CH2:31][CH2:30][C@H:29]([C:32](Cl)=[O:33])[CH2:28][CH2:27]1. (3) Given the product [NH2:54][CH2:52][CH:50]([C@:10]12[O:32][C@:13]([C:33]3[CH:38]=[CH:37][C:36]([Cl:39])=[C:35]([CH2:40][C:41]4[CH:46]=[CH:45][C:44]([O:47][CH2:48][CH3:49])=[CH:43][CH:42]=4)[CH:34]=3)([O:12][CH2:11]1)[C@H:14]([O:24][CH2:25][C:26]1[CH:27]=[CH:28][CH:29]=[CH:30][CH:31]=1)[C@@H:15]([O:16][CH2:17][C:18]1[CH:23]=[CH:22][CH:21]=[CH:20][CH:19]=1)[C@@H:9]2[O:8][CH2:1][C:2]1[CH:3]=[CH:4][CH:5]=[CH:6][CH:7]=1)[OH:51], predict the reactants needed to synthesize it. The reactants are: [CH2:1]([O:8][C@H:9]1[C@H:15]([O:16][CH2:17][C:18]2[CH:23]=[CH:22][CH:21]=[CH:20][CH:19]=2)[C@@H:14]([O:24][CH2:25][C:26]2[CH:31]=[CH:30][CH:29]=[CH:28][CH:27]=2)[C@:13]2([C:33]3[CH:38]=[CH:37][C:36]([Cl:39])=[C:35]([CH2:40][C:41]4[CH:46]=[CH:45][C:44]([O:47][CH2:48][CH3:49])=[CH:43][CH:42]=4)[CH:34]=3)[O:32][C@:10]1([CH:50]1[CH2:52][O:51]1)[CH2:11][O:12]2)[C:2]1[CH:7]=[CH:6][CH:5]=[CH:4][CH:3]=1.[OH-].[NH4+:54]. (4) Given the product [CH3:28][O:27][C:21]1[CH:20]=[C:19]([C:18]2[CH:17]([C:29]#[N:30])[C:16](=[O:15])[O:1][C:2]3[C:10]=2[CH:9]=[CH:8][C:7]2=[N:6][CH:5]=[CH:4][C:3]=32)[CH:24]=[C:23]([O:25][CH3:26])[CH:22]=1, predict the reactants needed to synthesize it. The reactants are: [OH:1][C:2]1[CH:10]=[CH:9][CH:8]=[C:7]2[C:3]=1[CH:4]=[CH:5][NH:6]2.[H-].[Na+].C([O:15][C:16](=O)[C:17]([C:29]#[N:30])=[CH:18][C:19]1[CH:24]=[C:23]([O:25][CH3:26])[CH:22]=[C:21]([O:27][CH3:28])[CH:20]=1)C. (5) Given the product [Br:1][C:2]1[CH:3]=[N:4][N:5]2[CH:10]=[C:9]([C:11]3[CH:12]=[N:13][N:14]([CH3:16])[CH:15]=3)[CH:8]=[C:7]([O:17][CH2:18][CH:19]3[CH2:24][CH2:23][CH2:22][NH:21][CH2:20]3)[C:6]=12, predict the reactants needed to synthesize it. The reactants are: [Br:1][C:2]1[CH:3]=[N:4][N:5]2[CH:10]=[C:9]([C:11]3[CH:12]=[N:13][N:14]([CH3:16])[CH:15]=3)[CH:8]=[C:7]([O:17][CH2:18][CH:19]3[CH2:24][CH2:23][CH2:22][N:21](C(OC(C)(C)C)=O)[CH2:20]3)[C:6]=12.FC(F)(F)C(O)=O.